Dataset: Catalyst prediction with 721,799 reactions and 888 catalyst types from USPTO. Task: Predict which catalyst facilitates the given reaction. (1) Reactant: C[O:2][C:3](=[O:28])[C:4]1[CH:9]=[CH:8][C:7]([NH:10][C:11]([NH:13][C:14]2[CH:19]=[N:18][C:17]([CH3:20])=[CH:16][N:15]=2)=[O:12])=[C:6]([O:21][CH2:22][CH2:23][CH2:24][N:25]([CH3:27])[CH3:26])[CH:5]=1.[OH-].[Li+].Cl. Product: [CH3:27][N:25]([CH3:26])[CH2:24][CH2:23][CH2:22][O:21][C:6]1[CH:5]=[C:4]([CH:9]=[CH:8][C:7]=1[NH:10][C:11]([NH:13][C:14]1[CH:19]=[N:18][C:17]([CH3:20])=[CH:16][N:15]=1)=[O:12])[C:3]([OH:28])=[O:2]. The catalyst class is: 5. (2) Reactant: [CH3:1][O:2][C:3]1[CH:11]=[CH:10][C:6]([C:7]([OH:9])=O)=[CH:5][N:4]=1.C(Cl)CCl.C1C=CC2N(O)N=NC=2C=1.CCN(CC)CC.[Cl:33][C:34]1[CH:35]=[C:36]([CH:41]2[CH2:45][NH:44][CH2:43][CH:42]2[C:46](=[O:48])[CH3:47])[CH:37]=[CH:38][C:39]=1[Cl:40]. Product: [Cl:33][C:34]1[CH:35]=[C:36]([CH:41]2[CH2:45][N:44]([C:7]([C:6]3[CH:5]=[N:4][C:3]([O:2][CH3:1])=[CH:11][CH:10]=3)=[O:9])[CH2:43][CH:42]2[C:46](=[O:48])[CH3:47])[CH:37]=[CH:38][C:39]=1[Cl:40]. The catalyst class is: 2.